The task is: Predict the product of the given reaction.. This data is from Forward reaction prediction with 1.9M reactions from USPTO patents (1976-2016). (1) Given the reactants [NH2:1][C:2]1[C:7]([Cl:8])=[CH:6][CH:5]=[CH:4][C:3]=1[C:9](=O)[CH2:10]Cl.[BH4-].[Na+], predict the reaction product. The product is: [Cl:8][C:7]1[CH:6]=[CH:5][CH:4]=[C:3]2[C:2]=1[NH:1][CH:10]=[CH:9]2. (2) Given the reactants [C:1]([C:3]1[CH:10]=[CH:9]C(C#N)=[CH:5][CH:4]=1)#[CH:2].[Li+].[OH-:12].Cl.[O:14]1[CH2:19][CH2:18]OCC1, predict the reaction product. The product is: [C:1]([C:3]1[CH:10]=[CH:9][C:18]([C:19]([OH:14])=[O:12])=[CH:5][CH:4]=1)#[CH:2]. (3) Given the reactants [C:1]([O:9][CH2:10][CH3:11])(=[O:8])[CH2:2][C:3]([O:5][CH2:6][CH3:7])=[O:4].I[C:13]1[CH:18]=[CH:17][CH:16]=[CH:15][CH:14]=1, predict the reaction product. The product is: [C:13]1([CH:2]([C:3]([O:5][CH2:6][CH3:7])=[O:4])[C:1]([O:9][CH2:10][CH3:11])=[O:8])[CH:18]=[CH:17][CH:16]=[CH:15][CH:14]=1. (4) Given the reactants CC1C=CC(S(O)(=O)=O)=CC=1.[CH2:12]([C:15]1[C:20]2[C:21]([C:31]([O:33][CH3:34])=[O:32])=[C:22]([C:24]3[CH:29]=[CH:28][C:27]([F:30])=[CH:26][CH:25]=3)[O:23][C:19]=2[CH:18]=[CH:17][C:16]=1[OH:35])[CH:13]=[CH2:14].C(=O)([O-])[O-].[Na+].[Na+], predict the reaction product. The product is: [F:30][C:27]1[CH:28]=[CH:29][C:24]([C:22]2[O:23][C:19]3[CH:18]=[CH:17][C:16]4[O:35][CH:13]([CH3:14])[CH2:12][C:15]=4[C:20]=3[C:21]=2[C:31]([O:33][CH3:34])=[O:32])=[CH:25][CH:26]=1. (5) The product is: [CH3:38][N:35]1[CH2:36][CH2:37][N:32]([CH2:31][CH2:30][O:14][N:13]=[C:8]2[CH2:7][CH:6]([C:15]3[CH:20]=[CH:19][CH:18]=[CH:17][C:16]=3[C:21]3[CH:26]=[CH:25][CH:24]=[CH:23][CH:22]=3)[CH2:5][C:4]3[N:3]=[C:2]([NH2:1])[N:11]=[C:10]([CH3:12])[C:9]2=3)[CH2:33][CH2:34]1. Given the reactants [NH2:1][C:2]1[N:11]=[C:10]([CH3:12])[C:9]2[C:8](=[N:13][OH:14])[CH2:7][CH:6]([C:15]3[CH:20]=[CH:19][CH:18]=[CH:17][C:16]=3[C:21]3[CH:26]=[CH:25][CH:24]=[CH:23][CH:22]=3)[CH2:5][C:4]=2[N:3]=1.Cl.Cl.Cl[CH2:30][CH2:31][N:32]1[CH2:37][CH2:36][N:35]([CH3:38])[CH2:34][CH2:33]1.[H-].[Na+].CN(C)CCCON=C1CC(C2C=C(F)C=CC=2C2C=CC=CC=2)CC2N=C(N)N=C(C)C1=2, predict the reaction product. (6) Given the reactants Cl.[NH2:2][C:3]1[N:8]=[CH:7][N:6]=[C:5]2[N:9]([CH:20]([C:22]3[O:23][C:24](=[O:42])[C:25]4[C:30]([C:31]=3[C:32]3[CH:37]=[CH:36][CH:35]=[C:34]([CH2:38][N:39]([CH3:41])[CH3:40])[CH:33]=3)=[CH:29][CH:28]=[CH:27][CH:26]=4)[CH3:21])[N:10]=[C:11]([C:12]3[CH:17]=[C:16]([OH:18])[CH:15]=[C:14]([F:19])[CH:13]=3)[C:4]=12.CCCCCC, predict the reaction product. The product is: [NH2:2][C:3]1[N:8]=[CH:7][N:6]=[C:5]2[N:9]([CH:20]([C:22]3[O:23][C:24](=[O:42])[C:25]4[C:30]([C:31]=3[C:32]3[CH:37]=[CH:36][CH:35]=[C:34]([CH2:38][N:39]([CH3:41])[CH3:40])[CH:33]=3)=[CH:29][CH:28]=[CH:27][CH:26]=4)[CH3:21])[N:10]=[C:11]([C:12]3[CH:17]=[C:16]([OH:18])[CH:15]=[C:14]([F:19])[CH:13]=3)[C:4]=12.